From a dataset of Catalyst prediction with 721,799 reactions and 888 catalyst types from USPTO. Predict which catalyst facilitates the given reaction. (1) The catalyst class is: 6. Reactant: [CH:1]([C:3]1[CH:4]=[C:5]2[C:9](=[CH:10][CH:11]=1)[NH:8][CH:7]=[CH:6]2)=[O:2].[BrH+][CH2:13][C:14]1[CH:21]=[CH:20][C:17]([C:18]#[N:19])=[CH:16][CH:15]=1.[OH-].[K+].CN(C)C=O. Product: [CH:1]([C:3]1[CH:4]=[C:5]2[C:9](=[CH:10][CH:11]=1)[N:8]([CH2:13][C:14]1[CH:21]=[CH:20][C:17]([C:18]#[N:19])=[CH:16][CH:15]=1)[CH:7]=[CH:6]2)=[O:2]. (2) Reactant: C([O:3][C:4]([C:6]1([NH:9][C:10]([C:12]2[N:13]=[CH:14][C:15]3[C:16](=[O:30])[N:17]([CH2:23][C:24]4[CH:29]=[CH:28][CH:27]=[CH:26][CH:25]=4)[CH:18]=[CH:19][C:20]=3[C:21]=2[OH:22])=[O:11])[CH2:8][CH2:7]1)=[O:5])C.[OH-].[Na+].CO.C1COCC1. Product: [CH2:23]([N:17]1[C:16](=[O:30])[C:15]2[CH:14]=[N:13][C:12]([C:10]([NH:9][C:6]3([C:4]([OH:5])=[O:3])[CH2:7][CH2:8]3)=[O:11])=[C:21]([OH:22])[C:20]=2[CH:19]=[CH:18]1)[C:24]1[CH:25]=[CH:26][CH:27]=[CH:28][CH:29]=1. The catalyst class is: 250. (3) Reactant: [H-].[Na+].[Br:3][C:4]1[CH:9]=[CH:8][CH:7]=[CH:6][C:5]=1[N:10]1[C:15](=[O:16])[CH:14]([C:17]2[CH:22]=[CH:21][CH:20]=[C:19]([OH:23])[CH:18]=2)[CH2:13][C:12]([C:24]2[CH:29]=[CH:28][CH:27]=[CH:26][N:25]=2)=[N:11]1.Br[CH2:31][CH2:32][O:33][Si](C(C)(C)C)(C)C.C(OCC)(=O)C. The catalyst class is: 9. Product: [Br:3][C:4]1[CH:9]=[CH:8][CH:7]=[CH:6][C:5]=1[N:10]1[C:15](=[O:16])[C:14]([C:17]2[CH:22]=[CH:21][CH:20]=[C:19]([O:23][CH2:31][CH2:32][OH:33])[CH:18]=2)=[CH:13][C:12]([C:24]2[CH:29]=[CH:28][CH:27]=[CH:26][N:25]=2)=[N:11]1.